This data is from Reaction yield outcomes from USPTO patents with 853,638 reactions. The task is: Predict the reaction yield, written as a fraction of the theoretical maximum amount of product (1.0 means a 100% yield; for example, 0.34 means a 34% yield). The reactants are [Cl:1][C:2]1[CH:7]=[CH:6][C:5]([NH:8][C:9]2[C:14]([N+:15]([O-])=O)=[C:13]([NH:18][CH3:19])[CH:12]=[C:11]([N:20]3[C:24]([CH3:25])=[CH:23][C:22]([CH3:26])=[N:21]3)[N:10]=2)=[CH:4][CH:3]=1. The catalyst is CO.ClCCl.[Ni]. The product is [NH2:15][C:14]1[C:9]([NH:8][C:5]2[CH:4]=[CH:3][C:2]([Cl:1])=[CH:7][CH:6]=2)=[N:10][C:11]([N:20]2[C:24]([CH3:25])=[CH:23][C:22]([CH3:26])=[N:21]2)=[CH:12][C:13]=1[NH:18][CH3:19]. The yield is 0.160.